This data is from Peptide-MHC class I binding affinity with 185,985 pairs from IEDB/IMGT. The task is: Regression. Given a peptide amino acid sequence and an MHC pseudo amino acid sequence, predict their binding affinity value. This is MHC class I binding data. (1) The peptide sequence is LVTMGTGTFGR. The MHC is HLA-C06:02 with pseudo-sequence HLA-C06:02. The binding affinity (normalized) is 0.0847. (2) The peptide sequence is VLLISDPGL. The MHC is HLA-A24:03 with pseudo-sequence YSAMYEEKVAHTDENIAYLMFHYYTWAVQAYTWY. The binding affinity (normalized) is 0.0847. (3) The peptide sequence is AVRQFRASV. The MHC is HLA-C14:02 with pseudo-sequence HLA-C14:02. The binding affinity (normalized) is 0.264. (4) The peptide sequence is PPDGVRGFP. The MHC is HLA-A11:01 with pseudo-sequence HLA-A11:01. The binding affinity (normalized) is 0. (5) The peptide sequence is VFQPSTGNYV. The MHC is HLA-A30:02 with pseudo-sequence HLA-A30:02. The binding affinity (normalized) is 0.360. (6) The peptide sequence is PEYFNSVCRL. The MHC is HLA-B44:02 with pseudo-sequence HLA-B44:02. The binding affinity (normalized) is 0.0401. (7) The peptide sequence is FVNYNFTLV. The MHC is HLA-A30:01 with pseudo-sequence HLA-A30:01. The binding affinity (normalized) is 0.118. (8) The peptide sequence is AMYDPQTYY. The MHC is HLA-A68:02 with pseudo-sequence HLA-A68:02. The binding affinity (normalized) is 0.0847. (9) The peptide sequence is TKHLCRLI. The MHC is HLA-B27:05 with pseudo-sequence HLA-B27:05. The binding affinity (normalized) is 0.